This data is from Experimentally validated miRNA-target interactions with 360,000+ pairs, plus equal number of negative samples. The task is: Binary Classification. Given a miRNA mature sequence and a target amino acid sequence, predict their likelihood of interaction. The miRNA is hsa-miR-7843-3p with sequence AUGAAGCCUUCUCUGCCUUACG. The protein sequence of the target gene is MVLEGNPEVGSPRTSDLQHRGNKGSCVLSSPGEDAQPGEEPIKYGELIVLGCCEEGGEETEAQRGEVTGPRAHSCYNGCLASGDKGRRRSRLALSRRSHANGVKPDVMHHISTPLVSKALSNRGQHSISYTLSRSHSVIVEYTHDSDTDMFQIGRSTENMIDFVVTDTSPGGGAAEGPSAQSTISRYACRILCDRRPPYTARIYAAGFDASSNIFLGERAAKWRTPDGLMDGLTTNGVLVMHPAGGFSEDSAPGVWREISVCGNVYTLRDSRSAQQRGKLVENESNVLQDGSLIDLCGAT.... Result: 1 (interaction).